From a dataset of Reaction yield outcomes from USPTO patents with 853,638 reactions. Predict the reaction yield, written as a fraction of the theoretical maximum amount of product (1.0 means a 100% yield; for example, 0.34 means a 34% yield). The product is [OH:14][C:9]1([CH2:3][C:4]([O:6][CH2:7][CH3:8])=[O:5])[CH2:13][CH2:12][CH2:11][CH2:10]1. The catalyst is C1COCC1. The yield is 0.940. The reactants are Br[Zn][CH2:3][C:4]([O:6][CH2:7][CH3:8])=[O:5].[C:9]1(=[O:14])[CH2:13][CH2:12][CH2:11][CH2:10]1.Cl.C(OCC)(=O)C.